From a dataset of Forward reaction prediction with 1.9M reactions from USPTO patents (1976-2016). Predict the product of the given reaction. Given the reactants [CH:1]([OH:14])([C:8]1[CH:13]=[CH:12][CH:11]=[CH:10]C=1)C1C=CC=CC=1.[C:15]1(=[O:21])[CH2:20][CH2:19][CH2:18][CH2:17][CH2:16]1.ON1C(=O)C2=CC=CC=C2C1=O.N(C(C)(C)C#N)=NC(C)(C)C#N.O=O, predict the reaction product. The product is: [C:1]1(=[O:14])[O:21][CH2:10][CH2:11][CH2:12][CH2:13][CH2:8]1.[C:15]1(=[O:21])[CH2:20][CH2:19][CH2:18][CH2:17][CH2:16]1.